From a dataset of Full USPTO retrosynthesis dataset with 1.9M reactions from patents (1976-2016). Predict the reactants needed to synthesize the given product. (1) Given the product [ClH:27].[Cl:27][CH2:2][CH:3]([N:5]1[CH2:10][CH2:9][CH:8]([CH2:11][C:12]([NH:14][C:15]2[CH:20]=[CH:19][C:18]([S:21]([CH3:24])(=[O:23])=[O:22])=[CH:17][CH:16]=2)=[O:13])[CH2:7][CH2:6]1)[CH3:4], predict the reactants needed to synthesize it. The reactants are: O[CH2:2][CH:3]([N:5]1[CH2:10][CH2:9][CH:8]([CH2:11][C:12]([NH:14][C:15]2[CH:20]=[CH:19][C:18]([S:21]([CH3:24])(=[O:23])=[O:22])=[CH:17][CH:16]=2)=[O:13])[CH2:7][CH2:6]1)[CH3:4].S(Cl)([Cl:27])=O. (2) Given the product [C:1]([N:8]1[CH2:13][CH2:12][CH:11]([CH2:14][NH:15][C:16]2[CH:31]=[CH:30][C:29]([F:32])=[CH:28][C:17]=2[C:18]([NH:20][C:21]2[CH:26]=[CH:25][C:24]([Cl:27])=[CH:23][N:22]=2)=[O:19])[CH2:10][CH2:9]1)([O:3][C:4]([CH3:6])([CH3:7])[CH3:5])=[O:2], predict the reactants needed to synthesize it. The reactants are: [C:1]([N:8]1[CH2:13][CH2:12][CH:11]([CH:14]=[N:15][C:16]2[CH:31]=[CH:30][C:29]([F:32])=[CH:28][C:17]=2[C:18]([NH:20][C:21]2[CH:26]=[CH:25][C:24]([Cl:27])=[CH:23][N:22]=2)=[O:19])[CH2:10][CH2:9]1)([O:3][C:4]([CH3:7])([CH3:6])[CH3:5])=[O:2].[B-][N+](C)(C)C. (3) The reactants are: [CH3:1][N:2]1[CH:7]=[C:6](B2OC(C)(C)C(C)(C)O2)[CH:5]=[C:4]([NH:17][C:18]2[CH:23]=[CH:22][C:21]([CH2:24][N:25]3[CH2:30][CH2:29][O:28][CH2:27][CH2:26]3)=[CH:20][N:19]=2)[C:3]1=[O:31].C([SiH2][O:37][C:38](C)(C)[C:39]1[C:44](B2OC(C)(C)C(C)(C)O2)=[CH:43][CH:42]=[CH:41][C:40]=1[N:54]1[CH:63]=[CH:62][C:61]2[C:56](=[CH:57][CH:58]=[C:59]([CH:64]3[CH2:66][CH2:65]3)[CH:60]=2)[C:55]1=[O:67])(C)(C)C.C(=O)([O-])[O-].[Cs+].[Cs+].O.ClCCl. Given the product [CH:64]1([C:59]2[CH:60]=[C:61]3[C:56](=[CH:57][CH:58]=2)[C:55](=[O:67])[N:54]([C:40]2[CH:41]=[CH:42][CH:43]=[C:44]([C:6]4[CH:5]=[C:4]([NH:17][C:18]5[CH:23]=[CH:22][C:21]([CH2:24][N:25]6[CH2:26][CH2:27][O:28][CH2:29][CH2:30]6)=[CH:20][N:19]=5)[C:3](=[O:31])[N:2]([CH3:1])[CH:7]=4)[C:39]=2[CH2:38][OH:37])[CH:63]=[CH:62]3)[CH2:66][CH2:65]1, predict the reactants needed to synthesize it. (4) Given the product [Na+:27].[F:1][C:2]([F:24])([F:25])[C:3]1[CH:4]=[CH:5][C:6]([O:7][CH:8]([C:12]2[CH:17]=[CH:16][CH:15]=[C:14]([C:18]([F:19])([F:20])[F:21])[CH:13]=2)[C:9]([O-:11])=[O:10])=[CH:22][CH:23]=1, predict the reactants needed to synthesize it. The reactants are: [F:1][C:2]([F:25])([F:24])[C:3]1[CH:23]=[CH:22][C:6]([O:7][CH:8]([C:12]2[CH:17]=[CH:16][CH:15]=[C:14]([C:18]([F:21])([F:20])[F:19])[CH:13]=2)[C:9]([OH:11])=[O:10])=[CH:5][CH:4]=1.[OH-].[Na+:27]. (5) Given the product [CH2:21]([O:16][CH2:15][CH2:14][C:11]1[CH:12]=[CH:13][C:8]([CH2:7][C:6]2[CH:17]=[C:2]([Br:1])[CH:3]=[CH:4][C:5]=2[Cl:18])=[CH:9][CH:10]=1)[CH:20]=[CH2:19], predict the reactants needed to synthesize it. The reactants are: [Br:1][C:2]1[CH:3]=[CH:4][C:5]([Cl:18])=[C:6]([CH:17]=1)[CH2:7][C:8]1[CH:13]=[CH:12][C:11]([CH2:14][CH2:15][OH:16])=[CH:10][CH:9]=1.[CH2:19](Br)[CH:20]=[CH2:21].[OH-].[K+].